This data is from Forward reaction prediction with 1.9M reactions from USPTO patents (1976-2016). The task is: Predict the product of the given reaction. (1) Given the reactants [Cl:1][C:2]1[CH:3]=[C:4]2[C:9](=[CH:10][CH:11]=1)[N:8]=[C:7]([CH2:12]Cl)[C:6]([C:14]([O:16][CH2:17][CH3:18])=[O:15])=[C:5]2[C:19]1[CH:24]=[CH:23][CH:22]=[CH:21][CH:20]=1.[C:25]1(=[O:35])[NH:29][C:28](=[O:30])[C:27]2=[CH:31][CH:32]=[CH:33][CH:34]=[C:26]12.[K], predict the reaction product. The product is: [Cl:1][C:2]1[CH:3]=[C:4]2[C:9](=[CH:10][CH:11]=1)[N:8]=[C:7]([CH2:12][N:29]1[C:25](=[O:35])[C:26]3[C:27](=[CH:31][CH:32]=[CH:33][CH:34]=3)[C:28]1=[O:30])[C:6]([C:14]([O:16][CH2:17][CH3:18])=[O:15])=[C:5]2[C:19]1[CH:24]=[CH:23][CH:22]=[CH:21][CH:20]=1. (2) Given the reactants [CH3:1][C:2]1[C:3]([C@H:8]2[CH:13](C)[CH2:12][CH2:11][C@@H:10]([C:15]3[CH:20]=[CH:19][CH:18]=[CH:17][N:16]=3)[N:9]2[CH2:21][C:22]2[CH:29]=[CH:28][C:25]([C:26]#[N:27])=[C:24]([O:30][N:31]=C(C)C)[CH:23]=2)=[N:4][CH:5]=[CH:6][CH:7]=1.Cl.[CH3:36]CO, predict the reaction product. The product is: [CH3:1][C:2]1[CH:3]([C@@H:8]2[CH2:13][CH2:12][CH2:11][C@H:10]([C:15]3[C:20]([CH3:36])=[CH:19][CH:18]=[CH:17][N:16]=3)[N:9]2[CH2:21][C:22]2[CH:29]=[CH:28][C:25]3[C:26]([NH2:27])=[N:31][O:30][C:24]=3[CH:23]=2)[NH:4][CH:5]=[CH:6][CH:7]=1.